The task is: Regression. Given two drug SMILES strings and cell line genomic features, predict the synergy score measuring deviation from expected non-interaction effect.. This data is from Merck oncology drug combination screen with 23,052 pairs across 39 cell lines. (1) Drug 1: CN1C(=O)C=CC2(C)C3CCC4(C)C(NC(=O)OCC(F)(F)F)CCC4C3CCC12. Drug 2: COC1CC2CCC(C)C(O)(O2)C(=O)C(=O)N2CCCCC2C(=O)OC(C(C)CC2CCC(OP(C)(C)=O)C(OC)C2)CC(=O)C(C)C=C(C)C(O)C(OC)C(=O)C(C)CC(C)C=CC=CC=C1C. Cell line: SKMES1. Synergy scores: synergy=0.752. (2) Drug 1: CN1C(=O)C=CC2(C)C3CCC4(C)C(NC(=O)OCC(F)(F)F)CCC4C3CCC12. Drug 2: CS(=O)(=O)CCNCc1ccc(-c2ccc3ncnc(Nc4ccc(OCc5cccc(F)c5)c(Cl)c4)c3c2)o1. Cell line: PA1. Synergy scores: synergy=15.1. (3) Drug 1: CN1C(=O)C=CC2(C)C3CCC4(C)C(NC(=O)OCC(F)(F)F)CCC4C3CCC12. Drug 2: O=C(NOCC(O)CO)c1ccc(F)c(F)c1Nc1ccc(I)cc1F. Cell line: SKMES1. Synergy scores: synergy=5.15. (4) Drug 1: O=c1[nH]cc(F)c(=O)[nH]1. Drug 2: NC1(c2ccc(-c3nc4ccn5c(=O)[nH]nc5c4cc3-c3ccccc3)cc2)CCC1. Cell line: A427. Synergy scores: synergy=14.1. (5) Drug 1: CC1(c2nc3c(C(N)=O)cccc3[nH]2)CCCN1. Synergy scores: synergy=-30.4. Cell line: UWB1289. Drug 2: Cn1cc(-c2cnn3c(N)c(Br)c(C4CCCNC4)nc23)cn1. (6) Drug 1: NC1CCCCC1N.O=C(O)C(=O)O.[Pt+2]. Drug 2: CCc1cnn2c(NCc3ccc[n+]([O-])c3)cc(N3CCCCC3CCO)nc12. Cell line: RPMI7951. Synergy scores: synergy=-8.99. (7) Drug 1: CS(=O)(=O)CCNCc1ccc(-c2ccc3ncnc(Nc4ccc(OCc5cccc(F)c5)c(Cl)c4)c3c2)o1. Drug 2: NC(=O)c1cccc2cn(-c3ccc(C4CCCNC4)cc3)nc12. Cell line: VCAP. Synergy scores: synergy=25.0. (8) Cell line: A427. Drug 1: CN(Cc1cnc2nc(N)nc(N)c2n1)c1ccc(C(=O)NC(CCC(=O)O)C(=O)O)cc1. Synergy scores: synergy=-8.95. Drug 2: Cn1c(=O)n(-c2ccc(C(C)(C)C#N)cc2)c2c3cc(-c4cnc5ccccc5c4)ccc3ncc21.